Task: Predict the reaction yield, written as a fraction of the theoretical maximum amount of product (1.0 means a 100% yield; for example, 0.34 means a 34% yield).. Dataset: Reaction yield outcomes from USPTO patents with 853,638 reactions (1) The catalyst is O1CCOCC1. The product is [C:32]([NH:31][C:23]1[C:24]([CH3:30])=[N:25][C:26]2[C:21]([N:22]=1)=[C:20]([C:13]1[NH:12][C:11]3[CH:9]([CH3:10])[N:8]([C:6]([O:5][C:1]([CH3:4])([CH3:3])[CH3:2])=[O:7])[C:16](=[O:18])[C:15]=3[CH:14]=1)[CH:29]=[CH:28][CH:27]=2)([CH3:34])([CH3:33])[CH3:35]. The reactants are [C:1]([O:5][C:6]([NH:8][CH:9]([C:11]1[NH:12][C:13]([C:20]2[CH:29]=[CH:28][CH:27]=[C:26]3[C:21]=2[N:22]=[C:23]([NH:31][C:32]([CH3:35])([CH3:34])[CH3:33])[C:24]([CH3:30])=[N:25]3)=[CH:14][C:15]=1[C:16]([O:18]C)=O)[CH3:10])=[O:7])([CH3:4])([CH3:3])[CH3:2].[Li+].C[Si]([N-][Si](C)(C)C)(C)C. The yield is 0.350. (2) The reactants are [CH2:1]([N:3]([CH3:12])[C:4]([C@@H:6]1[CH2:11][CH2:10][CH2:9][NH:8][CH2:7]1)=[O:5])[CH3:2].Cl[C:14]1[N:19]=[C:18]([NH2:20])[C:17]([N+:21]([O-:23])=[O:22])=[CH:16][CH:15]=1.C(N(CC)CC)C. The catalyst is CS(C)=O. The product is [NH2:20][C:18]1[N:19]=[C:14]([N:8]2[CH2:9][CH2:10][CH2:11][C@@H:6]([C:4]([N:3]([CH2:1][CH3:2])[CH3:12])=[O:5])[CH2:7]2)[CH:15]=[CH:16][C:17]=1[N+:21]([O-:23])=[O:22]. The yield is 0.284. (3) The reactants are [CH2:1]([O:3][C:4](=[O:23])[CH:5]([NH:15][C:16]([O:18][C:19]([CH3:22])([CH3:21])[CH3:20])=[O:17])[CH2:6][C:7]1[CH:12]=[CH:11][C:10]([OH:13])=[C:9]([NH2:14])[CH:8]=1)[CH3:2].[CH:24](OCC)(OCC)OCC.C(OC(OC(OC(C)(C)C)=O)=O)(C)(C)C.O. The catalyst is C1(C)C=CC=CC=1.[Cl-].[Na+].O. The product is [CH2:1]([O:3][C:4](=[O:23])[C@@H:5]([NH:15][C:16]([O:18][C:19]([CH3:22])([CH3:21])[CH3:20])=[O:17])[CH2:6][C:7]1[CH:12]=[CH:11][C:10]2[O:13][CH:24]=[N:14][C:9]=2[CH:8]=1)[CH3:2]. The yield is 0.590. (4) The reactants are [NH2:1][C:2]1[C:7]2[O:8][CH2:9][CH2:10][O:11][C:6]=2[C:5]([C:12]([O:14][CH2:15][CH:16]2[CH2:21][CH2:20][N:19]([CH2:22][CH2:23][NH:24][C:25]3[NH:26][CH:27]=[CH:28][C:29](=[O:31])[N:30]=3)[CH2:18][CH2:17]2)=[O:13])=[CH:4][C:3]=1[Cl:32].ClC1N=C(O)[C:41]2[C:36](=[CH:37][CH:38]=CC=2)N=1.[O-2].[Ca+2]. The catalyst is CN(C)C(=O)C. The product is [NH2:1][C:2]1[C:7]2[O:8][CH2:9][CH2:10][O:11][C:6]=2[C:5]([C:12]([O:14][CH2:15][CH:16]2[CH2:21][CH2:20][N:19]([CH2:22][CH2:23][NH:24][C:25]3[NH:26][C:27]4[C:28]([C:29](=[O:31])[N:30]=3)=[CH:38][CH:37]=[CH:36][CH:41]=4)[CH2:18][CH2:17]2)=[O:13])=[CH:4][C:3]=1[Cl:32]. The yield is 0.500. (5) The yield is 1.00. The catalyst is CO. The reactants are [Cl:1][C:2]1[C:6]2[NH:7][C:8]([C:10]([O:12]C)=[O:11])=[CH:9][C:5]=2[S:4][CH:3]=1.[OH-].[Li+]. The product is [C:10]([C:8]1[NH:7][C:6]2[C:2]([Cl:1])=[CH:3][S:4][C:5]=2[CH:9]=1)([OH:12])=[O:11]. (6) The reactants are [Br:1]Br.[CH3:3][C@@H:4]1[NH:10][C:9]2[N:11]=[CH:12][CH:13]=[CH:14][C:8]=2[CH2:7][NH:6][C:5]1=[O:15]. The catalyst is C(O)(=O)C. The product is [Br:1][C:13]1[CH:12]=[N:11][C:9]2[NH:10][C@@H:4]([CH3:3])[C:5](=[O:15])[NH:6][CH2:7][C:8]=2[CH:14]=1. The yield is 0.710.